From a dataset of Experimentally validated miRNA-target interactions with 360,000+ pairs, plus equal number of negative samples. Binary Classification. Given a miRNA mature sequence and a target amino acid sequence, predict their likelihood of interaction. (1) The protein sequence of the target gene is MVFSNSDDGLINKKLPKELLLRIFSFLDIVTLCRCAQISKAWNILALDGSNWQRVDLFNFQTDVEGRVVENISKRCGGFLRKLSLRGCIGVGDSSLKTFAQNCRNIEHLNLNGCTKITDSTCYSLSRFCSKLKHLDLTSCVSVTNSSLKGISEGCRNLEYLNLSWCDQITKEGIEALVRGCRGLKALLLRGCTQLEDEALKHIQNHCHELVSLNLQSCSRITDDGVVQICRGCHRLQALCLSGCSNLTDASLTALGLNCPRLQVLEAARCSHLTDAGFTLLARNCHELEKMDLEECVLIT.... Result: 1 (interaction). The miRNA is mmu-miR-15a-5p with sequence UAGCAGCACAUAAUGGUUUGUG. (2) The miRNA is mmu-miR-337-3p with sequence UCAGCUCCUAUAUGAUGCCUUU. The protein sequence of the target gene is MKRLPLLVVFSTLLNCSYTQNCTKTPCLPNAKCEIRNGIEACYCNMGFSGNGVTICEDDNECGNLTQSCGENANCTNTEGSYYCMCVPGFRSSSNQDRFITNDGTVCIENVNANCHLDNVCIAANINKTLTKIRSIKEPVALLQEVYRNSVTDLSPTDIITYIEILAESSSLLGYKNNTISAKDTLSNSTLTEFVKTVNNFVQRDTFVVWDKLSVNHRRTHLTKLMHTVEQATLRISQSFQKTTEFDTNSTDIALKVFFFDSYNMKHIHPHMNMDGDYINIFPKRKAAYDSNGNVAVAFV.... Result: 0 (no interaction). (3) The miRNA is hsa-miR-5194 with sequence UGAGGGGUUUGGAAUGGGAUGG. The protein sequence of the target gene is MTTPNKGNKALKVKREPGENGTSLTDEELVTMSVRELNQHLRGLSKEEIVQLKQRRRTLKNRGYAASCRVKRVTQKEELEKQKAELQQEVEKLASENASMKLELDALRSKYEALQTFARTVARSPVAPARGPLAAGLGPLVPGKVAATSVITIVKSKTDARS. Result: 1 (interaction). (4) The miRNA is hsa-miR-6754-5p with sequence CCAGGGAGGCUGGUUUGGAGGA. The protein sequence of the target gene is MGPAEAGRRGAASPVPPPLVRVAPSLFLGSARAAGAEEQLARAGVTLCVNVSRQQPGPRAPGVAELRVPVFDDPAEDLLAHLEPTCAAMEAAVRAGGACLVYCKNGRSRSAAVCTAYLMRHRGLSLAKAFQMVKSARPVAEPNPGFWSQLQKYEEALQAQSCLQGEPPALGLGPEA. Result: 1 (interaction). (5) The miRNA is hsa-let-7c-5p with sequence UGAGGUAGUAGGUUGUAUGGUU. The protein sequence of the target gene is MENKAMYLHTVSDCDTSSICEDSFDGRSLSKLNLCEDGPCHKRRASICCTQLGSLSALKHAVLGLYLLVFLILVGIFILAVSRPRSSPDDLKALTRNVNRLNESFRDLQLRLLQAPLQADLTEQVWKVQDALQNQSDSLLALAGAVQRLEGALWGLQAQAVQTEQAVALLRDRTGQQSDTAQLELYQLQVESNSSQLLLRRHAGLLDGLARRVGILGEELADVGGVLRGLNHSLSYDVALHRTRLQDLRVLVSNASEDTRRLRLAHVGMELQLKQELAMLNAVTEDLRLKDWEHSIALRN.... Result: 0 (no interaction). (6) The miRNA is mmu-miR-136-5p with sequence ACUCCAUUUGUUUUGAUGAUGG. The protein sequence of the target gene is MAVAAVGRPRALRCPLLLLLSLLLVAGPALGWNDPDRILLRDVKALTLYSDRYTTSRRLDPIPQLKCVGGTAGCEAYTPRVIQCQNKGWDGYDVQWECKTDLDIAYKFGKTVVSCEGYESSEDQYVLRGSCGLEYNLDYTELGLKKLKESGKHQGFSDYYHKLYSSDSCGFITIAVLFVLAFAVYKLFLSDGQGSPPPYSEHPPYSEHSQRFASAAGAPPPGFKSEFTGPQNTGYGASSGFGSAFGGQGYGSSGPGFWSGLGAGGLLGYLFGSNRAATPFSDSWYHPAYPPSHSGAWNSR.... Result: 1 (interaction). (7) The miRNA is hsa-miR-6848-5p with sequence UGGGGGCUGGGAUGGGCCAUGGU. The protein sequence of the target gene is MDSRLALATEEPIKKDSLKKYKILCVVLLALLVIVSLGLGLGLGLRKPEEQGSCRKKCFDSSHRGLEGCRCDSGCTGRGDCCWDFEDTCVKSTQIWTCNLFRCGENRLETALCSCADDCLQRKDCCADYKTVCQGESPWVTEACASSQEPQCPPGFDLPPVILFSMDGFRAEYLQTWSTLLPNINKLKTCGIHSKYMRAMYPTKTFPNHYTIVTGLYPESHGIIDNNMYDVHLNKNFSLSSVEKSNPAWWSGQPIWLTAMYQGLKAACYYWPGSDVAVNGSFPTIYRNYSNSVPYERRIT.... Result: 0 (no interaction).